Dataset: Full USPTO retrosynthesis dataset with 1.9M reactions from patents (1976-2016). Task: Predict the reactants needed to synthesize the given product. Given the product [OH:2][C:3]1[C:4]([C:21]([NH:23][C:24]2[CH:25]=[CH:26][CH:27]=[CH:28][CH:29]=2)=[O:22])=[CH:5][C:6]2[C:11]([CH:12]=1)=[CH:10][CH:9]=[C:8]([C:13]1[CH:18]=[CH:17][CH:16]=[C:15]([OH:19])[CH:14]=1)[CH:7]=2, predict the reactants needed to synthesize it. The reactants are: C[O:2][C:3]1[C:4]([C:21]([NH:23][C:24]2[CH:29]=[CH:28][CH:27]=[CH:26][CH:25]=2)=[O:22])=[CH:5][C:6]2[C:11]([CH:12]=1)=[CH:10][CH:9]=[C:8]([C:13]1[CH:18]=[CH:17][CH:16]=[C:15]([O:19]C)[CH:14]=1)[CH:7]=2.B(Br)(Br)Br.